From a dataset of Forward reaction prediction with 1.9M reactions from USPTO patents (1976-2016). Predict the product of the given reaction. (1) Given the reactants [F:1][C:2]1[CH:3]=[C:4]([S:9]([N:12]([CH2:20][CH3:21])[C@@H:13]([CH2:18]O)[C:14]([O:16]C)=[O:15])(=[O:11])=[O:10])[CH:5]=[CH:6][C:7]=1[F:8].[OH-].[Na+], predict the reaction product. The product is: [CH2:20]([N:12]([S:9]([C:4]1[CH:5]=[CH:6][C:7]([F:8])=[C:2]([F:1])[CH:3]=1)(=[O:10])=[O:11])[C:13](=[CH2:18])[C:14]([OH:16])=[O:15])[CH3:21]. (2) Given the reactants CS([O:5][C:6]1[CH:7]=[C:8]([O:20][C:21]2[CH:22]=[N:23][C:24]([S:27]([CH3:30])(=[O:29])=[O:28])=[CH:25][CH:26]=2)[CH:9]=[C:10]2[C:14]=1[NH:13][C:12]([C:15]([O:17]CC)=[O:16])=[CH:11]2)(=O)=O.[OH-].[K+], predict the reaction product. The product is: [OH:5][C:6]1[CH:7]=[C:8]([O:20][C:21]2[CH:22]=[N:23][C:24]([S:27]([CH3:30])(=[O:29])=[O:28])=[CH:25][CH:26]=2)[CH:9]=[C:10]2[C:14]=1[NH:13][C:12]([C:15]([OH:17])=[O:16])=[CH:11]2. (3) Given the reactants Br[CH2:2][CH2:3][CH2:4][CH2:5][C:6]([CH3:16])([CH3:15])[CH2:7][O:8][CH:9]1[CH2:14][CH2:13][CH2:12][CH2:11][O:10]1.[C:17]([O:25][CH2:26][CH3:27])(=[O:24])[CH2:18][C:19]([O:21][CH2:22][CH3:23])=[O:20].[H-].[Na+].[OH2:30], predict the reaction product. The product is: [CH2:26]([O:25][C:17](=[O:24])[C:18]([CH2:2][CH2:3][CH2:4][CH2:5][C:6]([CH3:15])([CH3:16])[CH2:7][O:30][CH:11]1[CH2:12][CH2:13][CH2:14][CH2:9][O:10]1)([CH2:2][CH2:3][CH2:4][CH2:5][C:6]([CH3:16])([CH3:15])[CH2:7][O:8][CH:9]1[CH2:14][CH2:13][CH2:12][CH2:11][O:10]1)[C:19]([O:21][CH2:22][CH3:23])=[O:20])[CH3:27]. (4) Given the reactants [F:1][C:2]([F:13])([CH:10]([F:12])[F:11])/[CH:3]=[CH:4]/[C:5]([O:7]CC)=[O:6].[OH-].[Na+], predict the reaction product. The product is: [F:1][C:2]([F:13])([CH:10]([F:11])[F:12])/[CH:3]=[CH:4]/[C:5]([OH:7])=[O:6]. (5) Given the reactants [Br:1]Br.[CH2:3]([C@@H:5]1[CH2:10][CH2:9][C@H:8]([O:11][C:12]2[CH:21]=[C:20]3[C:15]([CH:16]=[C:17]([CH3:22])[N:18]=[CH:19]3)=[CH:14][CH:13]=2)[CH2:7][CH2:6]1)[CH3:4], predict the reaction product. The product is: [Br:1][C:21]1[C:12]([O:11][C@H:8]2[CH2:7][CH2:6][C@@H:5]([CH2:3][CH3:4])[CH2:10][CH2:9]2)=[CH:13][CH:14]=[C:15]2[C:20]=1[CH:19]=[N:18][C:17]([CH3:22])=[CH:16]2.